Dataset: Forward reaction prediction with 1.9M reactions from USPTO patents (1976-2016). Task: Predict the product of the given reaction. The product is: [CH2:24]([NH:31][C:13]([C:11]1[CH:10]=[CH:9][N:8]2[C:16]([CH2:17][CH:18]3[CH2:19][CH2:20][CH2:21][CH2:22][CH2:23]3)=[C:5]([C:1]([CH3:3])([CH3:4])[CH3:2])[N:6]=[C:7]2[CH:12]=1)=[O:14])[C:25]1[CH:30]=[CH:29][CH:28]=[CH:27][CH:26]=1. Given the reactants [C:1]([C:5]1[N:6]=[C:7]2[CH:12]=[C:11]([C:13](O)=[O:14])[CH:10]=[CH:9][N:8]2[C:16]=1[CH2:17][CH:18]1[CH2:23][CH2:22][CH2:21][CH2:20][CH2:19]1)([CH3:4])([CH3:3])[CH3:2].[CH2:24]([NH2:31])[C:25]1[CH:30]=[CH:29][CH:28]=[CH:27][CH:26]=1, predict the reaction product.